Dataset: Full USPTO retrosynthesis dataset with 1.9M reactions from patents (1976-2016). Task: Predict the reactants needed to synthesize the given product. (1) Given the product [F:1][C:2]1[CH:10]=[C:9]2[C:5]([C:6]([C:11]3[CH:12]=[CH:13][C:14]4[S:18](=[O:19])(=[O:20])[N:17]([CH:21]5[CH2:22][CH2:23][N:24]([CH3:32])[CH2:25][CH2:26]5)[CH2:16][C:15]=4[CH:27]=3)=[CH:7][NH:8]2)=[CH:4][CH:3]=1, predict the reactants needed to synthesize it. The reactants are: [F:1][C:2]1[CH:10]=[C:9]2[C:5]([C:6]([C:11]3[CH:12]=[CH:13][C:14]4[S:18](=[O:20])(=[O:19])[N:17]([CH:21]5[CH2:26][CH2:25][NH:24][CH2:23][CH2:22]5)[CH2:16][C:15]=4[CH:27]=3)=[CH:7][NH:8]2)=[CH:4][CH:3]=1.C=O.[BH-](OC(C)=O)(OC(C)=O)O[C:32](C)=O.[Na+]. (2) Given the product [C:1]([O:5][C:6](=[O:36])[NH:7][C@@H:8]1[CH2:13][CH2:12][CH2:11][C:10]([F:14])([F:15])[C@@H:9]1[NH:16][C:17]([C:19]1[S:20][C:21]([CH2:34][CH3:35])=[C:22]([C:24]2[CH:25]=[N:26][N:27]3[CH:32]=[C:31]([O:33][CH2:43][C:44]([F:47])([F:46])[F:45])[CH:30]=[N:29][C:28]=23)[CH:23]=1)=[O:18])([CH3:4])([CH3:3])[CH3:2], predict the reactants needed to synthesize it. The reactants are: [C:1]([O:5][C:6](=[O:36])[NH:7][C@@H:8]1[CH2:13][CH2:12][CH2:11][C:10]([F:15])([F:14])[C@@H:9]1[NH:16][C:17]([C:19]1[S:20][C:21]([CH2:34][CH3:35])=[C:22]([C:24]2[CH:25]=[N:26][N:27]3[CH:32]=[C:31]([OH:33])[CH:30]=[N:29][C:28]=23)[CH:23]=1)=[O:18])([CH3:4])([CH3:3])[CH3:2].FC(F)(F)S(O[CH2:43][C:44]([F:47])([F:46])[F:45])(=O)=O.C(=O)([O-])[O-].[K+].[K+]. (3) Given the product [C:12]([CH2:11][C:2]1[CH:3]=[CH:4][C:5]2[C:10](=[CH:9][CH:8]=[CH:7][CH:6]=2)[N:1]=1)#[N:13], predict the reactants needed to synthesize it. The reactants are: [N:1]1[C:10]2[C:5](=[CH:6][CH:7]=[CH:8][CH:9]=2)[CH:4]=[CH:3][C:2]=1[CH2:11][CH2:12][NH2:13].CCN(C(C)C)C(C)C.C1CN([P+](ON2N=NC3C=CC=CC2=3)(N2CCCC2)N2CCCC2)CC1.F[P-](F)(F)(F)(F)F.CN1C=C(C(O)=O)C(C(OC)=O)=C(Cl)C1=O. (4) Given the product [CH3:17][N:18]([CH3:20])/[CH:19]=[CH:1]/[C:2]1[CH:7]=[C:6]([C:8]#[N:9])[CH:5]=[CH:4][C:3]=1[C:10]#[N:11], predict the reactants needed to synthesize it. The reactants are: [CH3:1][C:2]1[CH:7]=[C:6]([C:8]#[N:9])[CH:5]=[CH:4][C:3]=1[C:10]#[N:11].C(O[CH:17](N(C)C)[N:18]([CH3:20])[CH3:19])(C)(C)C. (5) Given the product [P:1]([O-:38])([O-:39])([O:3][CH2:4][N:5]1[C:9]2=[N:10][CH:11]=[C:12]([C:14]3[CH:19]=[CH:18][C:17]([Cl:20])=[CH:16][CH:15]=3)[CH:13]=[C:8]2[C:7]([C:21](=[O:37])[C:22]2[C:27]([F:28])=[CH:26][CH:25]=[C:24]([NH:29][S:30]([CH2:33][CH2:34][CH3:35])(=[O:32])=[O:31])[C:23]=2[F:36])=[CH:6]1)=[O:2].[Na+:41].[Na+:41], predict the reactants needed to synthesize it. The reactants are: [P:1]([OH:39])([OH:38])([O:3][CH2:4][N:5]1[C:9]2=[N:10][CH:11]=[C:12]([C:14]3[CH:19]=[CH:18][C:17]([Cl:20])=[CH:16][CH:15]=3)[CH:13]=[C:8]2[C:7]([C:21](=[O:37])[C:22]2[C:27]([F:28])=[CH:26][CH:25]=[C:24]([NH:29][S:30]([CH2:33][CH2:34][CH3:35])(=[O:32])=[O:31])[C:23]=2[F:36])=[CH:6]1)=[O:2].[OH-].[Na+:41]. (6) Given the product [O-:4][S:2]([C:5]([F:8])([F:7])[F:6])(=[O:3])=[O:1].[CH3:9][N:10]([CH3:23])[C:11]1[CH:12]=[C:13]2[C:18](=[CH:19][CH:20]=1)[N+:17]([CH3:21])=[C:16](/[CH:22]=[CH:36]/[C:33]1[CH:32]=[C:31]([C:28]3[CH:29]=[CH:30][C:25]([CH3:24])=[CH:26][CH:27]=3)[O:35][N:34]=1)[CH:15]=[CH:14]2, predict the reactants needed to synthesize it. The reactants are: [O-:1][S:2]([C:5]([F:8])([F:7])[F:6])(=[O:4])=[O:3].[CH3:9][N:10]([CH3:23])[C:11]1[CH:12]=[C:13]2[C:18](=[CH:19][CH:20]=1)[N+:17]([CH3:21])=[C:16]([CH3:22])[CH:15]=[CH:14]2.[CH3:24][C:25]1[CH:30]=[CH:29][C:28]([C:31]2[O:35][N:34]=[C:33]([CH:36]=O)[CH:32]=2)=[CH:27][CH:26]=1. (7) Given the product [NH:57]1[C:58]2=[N:59][CH:60]=[CH:61][CH:62]=[C:63]2[C:55]([C:53]2[CH:54]=[C:50]([NH:49][C:47](=[O:48])[CH2:46][C:42]3[CH:43]=[CH:44][CH:45]=[C:40]([O:39][CH3:38])[CH:41]=3)[S:51][CH:52]=2)=[CH:56]1, predict the reactants needed to synthesize it. The reactants are: C1(C)C=CC(S(N2C3=NC=CC=C3C(C3C=C(N)SC=3)=C2)(=O)=O)=CC=1.COC1C=C(CC(O)=O)C=CC=1.[CH3:38][O:39][C:40]1[CH:41]=[C:42]([CH2:46][C:47]([NH:49][C:50]2[S:51][CH:52]=[C:53]([C:55]3[C:63]4[C:58](=[N:59][CH:60]=[CH:61][CH:62]=4)[N:57](S(C4C=CC(C)=CC=4)(=O)=O)[CH:56]=3)[CH:54]=2)=[O:48])[CH:43]=[CH:44][CH:45]=1.O[Li].O.